The task is: Binary Classification. Given a miRNA mature sequence and a target amino acid sequence, predict their likelihood of interaction.. This data is from Experimentally validated miRNA-target interactions with 360,000+ pairs, plus equal number of negative samples. (1) The miRNA is hsa-miR-4515 with sequence AGGACUGGACUCCCGGCAGCCC. The protein sequence of the target gene is MGCDRNCGLIAGAVIGAVLAVFGGILMPVGDMLIEKTIKREVVLEEGTTAFKNWVKTGTTVYRQFWIFDVQNPDDVAKNSSKIKVKQRGPYTYRVRYLAKENITQDPEDHTVSFVQPNGAIFEPSLSVGTEDDNFTVLNLAVAAAPHIYQNSFVQVVLNSLIKKSKSSMFQTRSLKELLWGYKDPFLSLVPYPISTTVGVFYPYNDTVDGVYKVFNGKDNISKVAIIESYKGKRNLSYWPSYCDMINGTDAASFPPFVEKSRTLRFFSSDICRSIYAVFGSEIDLKGIPVYRFVLPANAF.... Result: 0 (no interaction). (2) The miRNA is mmu-miR-1964-5p with sequence AGCUGGAGCACAAAAGCCGGUG. The protein sequence of the target gene is MDPLTKGSCGSQLAQTLLWKAKSSLSFGIQPLQTWPTKDPELESQVNLSVSEDLGCRRGDFSRKHYGSVELLISSDADGAIQRAGRFRVENGSTDESAAALPGTWRRTDVHLENPEYHTRWYFKYFLGQVHQNYIGNDAEKSPFFLSVTLSDQNNQRVPQYRAILWRKTGTQKICLPYSPTKTLSVKSILSAMNLDKFEKGPREIFHPEIQKDLLVLEEQEGSVNFKFGVLFAKDGQLTDDEMFSNEIGSEAFQKFLNLLGDTITLKGWTGYRGGLDTKNNTTGINSVYTVYQGHEVMFH.... Result: 0 (no interaction).